Predict the reaction yield, written as a fraction of the theoretical maximum amount of product (1.0 means a 100% yield; for example, 0.34 means a 34% yield). From a dataset of Reaction yield outcomes from USPTO patents with 853,638 reactions. (1) The catalyst is O1CCOCC1.C(Cl)Cl. The reactants are [CH3:1][CH:2]([CH3:24])[C@H:3]([C:8]1[CH:23]=[CH:22][C:11]([C:12]([NH:14][O:15]C2CCCCO2)=[O:13])=[CH:10][CH:9]=1)[NH:4][C:5]([NH2:7])=[S:6].Br[CH2:26][C:27]([C:29]1[O:33][N:32]=[C:31]([C:34]2[CH:39]=[CH:38][CH:37]=[CH:36][CH:35]=2)[CH:30]=1)=O.Cl. The product is [OH:15][NH:14][C:12](=[O:13])[C:11]1[CH:10]=[CH:9][C:8]([C@H:3]([NH:4][C:5]2[S:6][CH:26]=[C:27]([C:29]3[O:33][N:32]=[C:31]([C:34]4[CH:39]=[CH:38][CH:37]=[CH:36][CH:35]=4)[CH:30]=3)[N:7]=2)[CH:2]([CH3:1])[CH3:24])=[CH:23][CH:22]=1. The yield is 0.560. (2) The reactants are [BH4-].[Li+].C([O:5][C:6]([C:8]1[CH:9]=[C:10]2[C:15](=[CH:16][CH:17]=1)[N:14]=[CH:13][C:12]([C:18]#[N:19])=[C:11]2[CH2:20][CH:21]([CH3:23])[CH3:22])=O)C.Cl. The catalyst is CCOCC.CO.O. The product is [OH:5][CH2:6][C:8]1[CH:9]=[C:10]2[C:15](=[CH:16][CH:17]=1)[NH:14][CH:13]=[C:12]([C:18]#[N:19])[CH:11]2[CH2:20][CH:21]([CH3:23])[CH3:22]. The yield is 0.430. (3) The reactants are Cl[C:2]1[CH:3]=[CH:4][C:5]2[N:6]([C:8]([CH:11]([C:13]3[CH:14]=[C:15]4[C:20](=[CH:21][CH:22]=3)[N:19]=[CH:18][C:17]([C:23]3[CH:24]=[N:25][N:26]([CH3:28])[CH:27]=3)=[CH:16]4)[CH3:12])=[N:9][N:10]=2)[N:7]=1.[O:29]1CCO[CH2:31][CH2:30]1. The catalyst is Cl[Pd](Cl)([P](C1C=CC=CC=1)(C1C=CC=CC=1)C1C=CC=CC=1)[P](C1C=CC=CC=1)(C1C=CC=CC=1)C1C=CC=CC=1. The product is [CH3:28][N:26]1[CH:27]=[C:23]([C:17]2[CH:18]=[N:19][C:20]3[C:15]([CH:16]=2)=[CH:14][C:13]([CH:11]([C:8]2[N:6]4[N:7]=[C:2]([C:30](=[O:29])[CH3:31])[CH:3]=[CH:4][C:5]4=[N:10][N:9]=2)[CH3:12])=[CH:22][CH:21]=3)[CH:24]=[N:25]1. The yield is 0.180. (4) The reactants are C(C1[S:5]C=CC=1)(=O)C.[S:9]1[CH:13]=[CH:12][CH:11]=[C:10]1[C:14]([CH2:16][C:17]#[N:18])=[O:15].[CH3:19][O:20][C:21]1[CH:26]=[CH:25][C:24]([CH:27]2[S:32][CH2:31][C:30](=O)[CH2:29][S:28]2)=[CH:23][CH:22]=1.N1CCOCC1.[S]. No catalyst specified. The product is [NH2:18][C:17]1[S:5][C:29]2[S:28][CH:27]([C:24]3[CH:25]=[CH:26][C:21]([O:20][CH3:19])=[CH:22][CH:23]=3)[S:32][CH2:31][C:30]=2[C:16]=1[C:14]([C:10]1[S:9][CH:13]=[CH:12][CH:11]=1)=[O:15]. The yield is 0.750. (5) The reactants are [CH3:1][O:2][C:3]([C:5]1[CH:6]=[N:7][C:8]([N:11]2[CH2:36][CH2:35][C:14]3[NH:15][C:16]4[CH:17]=[CH:18][C:19]([C:22]5[CH:27]=[CH:26][CH:25]=[C:24]([CH2:28][N:29]6[CH2:34][CH2:33][NH:32][CH2:31][CH2:30]6)[CH:23]=5)=[CH:20][C:21]=4[C:13]=3[CH2:12]2)=[N:9][CH:10]=1)=[O:4].[C:37](OC(=O)C)(=[O:39])[CH3:38]. The catalyst is C(Cl)Cl.CN(C)C1C=CN=CC=1.O. The product is [CH3:1][O:2][C:3]([C:5]1[CH:6]=[N:7][C:8]([N:11]2[CH2:36][CH2:35][C:14]3[NH:15][C:16]4[CH:17]=[CH:18][C:19]([C:22]5[CH:27]=[CH:26][CH:25]=[C:24]([CH2:28][N:29]6[CH2:30][CH2:31][N:32]([C:37](=[O:39])[CH3:38])[CH2:33][CH2:34]6)[CH:23]=5)=[CH:20][C:21]=4[C:13]=3[CH2:12]2)=[N:9][CH:10]=1)=[O:4]. The yield is 0.859. (6) The reactants are Cl[CH2:2][CH2:3][O:4][C:5]1[CH:6]=[C:7]2[C:12](=[CH:13][C:14]=1[O:15][CH3:16])[N:11]=[C:10]([C:17]1[CH:22]=[CH:21][CH:20]=[C:19]([C:23]3[CH:28]=[CH:27][CH:26]=[CH:25][CH:24]=3)[CH:18]=1)[N:9]=[C:8]2[NH:29][C:30]1[CH:31]=[C:32]2[C:36](=[CH:37][CH:38]=1)[N:35](C(OC(C)(C)C)=O)[N:34]=[CH:33]2.[NH:46]1[CH2:50][CH2:49][CH2:48][CH2:47]1. The catalyst is CS(C)=O. The product is [C:23]1([C:19]2[CH:18]=[C:17]([C:10]3[N:9]=[C:8]([NH:29][C:30]4[CH:31]=[C:32]5[C:36](=[CH:37][CH:38]=4)[NH:35][N:34]=[CH:33]5)[C:7]4[C:12](=[CH:13][C:14]([O:15][CH3:16])=[C:5]([O:4][CH2:3][CH2:2][N:46]5[CH2:50][CH2:49][CH2:48][CH2:47]5)[CH:6]=4)[N:11]=3)[CH:22]=[CH:21][CH:20]=2)[CH:24]=[CH:25][CH:26]=[CH:27][CH:28]=1. The yield is 0.190. (7) The reactants are [F:1][C:2]1[CH:22]=[CH:21][CH:20]=[CH:19][C:3]=1[CH2:4][CH:5]1[CH2:10][CH:9]([C:11]([O:13]C)=[O:12])[CH2:8][CH2:7][N:6]1[C:15]([O:17][CH3:18])=[O:16].[Br-].[Li+].C(N(CC)CC)C.CC(OC)(C)C. The catalyst is C(#N)C.O. The product is [F:1][C:2]1[CH:22]=[CH:21][CH:20]=[CH:19][C:3]=1[CH2:4][CH:5]1[CH2:10][CH:9]([C:11]([OH:13])=[O:12])[CH2:8][CH2:7][N:6]1[C:15]([O:17][CH3:18])=[O:16]. The yield is 0.760.